This data is from Forward reaction prediction with 1.9M reactions from USPTO patents (1976-2016). The task is: Predict the product of the given reaction. (1) The product is: [CH3:7][CH2:8][C:9]([NH:11][C@@H:12]([C:20]([N:22]1[C:26](=[O:27])[CH:25]=[C:24]([O:28][CH3:29])[C@@H:23]1[CH2:30][C@@H:31]([CH:33]([Cl:35])[Cl:34])[CH3:32])=[O:21])[CH2:13][C@@H:14]([CH:16]([Cl:17])[Cl:18])[CH3:15])=[O:10].[CH3:7][CH2:8][C:9]([NH:11][C@@H:12]([C:20]([N:22]1[C:26](=[O:27])[CH:25]=[C:24]([O:28][CH3:29])[C@@H:23]1[CH2:30][C@@H:31]([CH2:33][Cl:34])[CH3:32])=[O:21])[CH2:13][C@@H:14]([C:16]([Cl:17])([Cl:18])[Cl:19])[CH3:15])=[O:10]. Given the reactants CCOC(C)=O.[CH3:7][CH2:8][C:9]([NH:11][C@@H:12]([C:20]([N:22]1[C:26](=[O:27])[CH:25]=[C:24]([O:28][CH3:29])[C@@H:23]1[CH2:30][C@@H:31]([C:33](Cl)([Cl:35])[Cl:34])[CH3:32])=[O:21])[CH2:13][C@@H:14]([C:16]([Cl:19])([Cl:18])[Cl:17])[CH3:15])=[O:10].C[C@H](C(Cl)Cl)C[C@@H]1N(C)C(=O)[C@H](C[C@@H](C(Cl)(Cl)Cl)C)N(C)C1=O, predict the reaction product. (2) Given the reactants [N:1]1([CH2:7][C:8]2[CH:13]=[CH:12][C:11]([C:14]3[CH:27]=[N:26][C:17]4[NH:18][C:19]5[CH:24]=[N:23][C:22]([NH2:25])=[CH:21][C:20]=5[C:16]=4[CH:15]=3)=[CH:10][CH:9]=2)[CH2:6][CH2:5][CH2:4][CH2:3][CH2:2]1.C=O.[CH:30]([CH:32]=O)=O.[Cl-].[NH4+:35].C(=O)(O)[O-].[Na+].[CH3:41]O, predict the reaction product. The product is: [N:1]1([CH2:7][C:8]2[CH:13]=[CH:12][C:11]([C:14]3[CH:27]=[N:26][C:17]4[NH:18][C:19]5[CH:24]=[N:23][C:22]([N:25]6[CH:32]=[CH:30][N:35]=[CH:41]6)=[CH:21][C:20]=5[C:16]=4[CH:15]=3)=[CH:10][CH:9]=2)[CH2:6][CH2:5][CH2:4][CH2:3][CH2:2]1. (3) Given the reactants [OH:1][C:2]1[CH:11]=[CH:10][C:5]2[C:6](=[O:9])[CH2:7][O:8][C:4]=2[CH:3]=1.[CH3:12][S:13]([N:16]1[CH2:21][CH2:20][NH:19][CH2:18][CH2:17]1)(=[O:15])=[O:14].[CH2:22]=O, predict the reaction product. The product is: [OH:1][C:2]1[CH:11]=[CH:10][C:5]2[C:6](=[O:9])[CH2:7][O:8][C:4]=2[C:3]=1[CH2:22][N:19]1[CH2:20][CH2:21][N:16]([S:13]([CH3:12])(=[O:15])=[O:14])[CH2:17][CH2:18]1. (4) Given the reactants [NH2:1][C:2]1[CH:7]=[CH:6][C:5]([OH:8])=[CH:4][CH:3]=1.[Cl:9][CH2:10][CH2:11][C:12](Cl)=[O:13], predict the reaction product. The product is: [Cl:9][CH2:10][CH2:11][C:12]([NH:1][C:2]1[CH:7]=[CH:6][C:5]([OH:8])=[CH:4][CH:3]=1)=[O:13].